From a dataset of Full USPTO retrosynthesis dataset with 1.9M reactions from patents (1976-2016). Predict the reactants needed to synthesize the given product. (1) Given the product [CH:1]1([S:4][C:8]2[CH:13]=[CH:12][C:11]([N+:14]([O-:16])=[O:15])=[CH:10][CH:9]=2)[CH2:3][CH2:2]1, predict the reactants needed to synthesize it. The reactants are: [CH:1]1([SH:4])[CH2:3][CH2:2]1.[H-].[Na+].F[C:8]1[CH:13]=[CH:12][C:11]([N+:14]([O-:16])=[O:15])=[CH:10][CH:9]=1.O. (2) Given the product [CH:43]([C:40]1[CH:39]=[CH:38][C:37]([C:36]2[CH:35]=[CH:34][C:13]([C:11]([O:10][CH3:9])=[O:12])=[N:14][C:1]=2[C:2]2[CH:7]=[CH:6][CH:5]=[CH:4][CH:3]=2)=[CH:42][CH:41]=1)([CH3:44])[CH3:45], predict the reactants needed to synthesize it. The reactants are: [CH:1](=O)[C:2]1[CH:7]=[CH:6][CH:5]=[CH:4][CH:3]=1.[CH3:9][O:10][C:11]([C:13](=[CH:34][CH:35]=[CH:36][C:37]1[CH:42]=[CH:41][C:40]([CH:43]([CH3:45])[CH3:44])=[CH:39][CH:38]=1)[N:14]=P(C1C=CC=CC=1)(C1C=CC=CC=1)C1C=CC=CC=1)=[O:12]. (3) Given the product [C:24]([OH:27])(=[O:26])[CH3:25].[CH2:15]1[C:16]2([C:21](=[O:22])[NH:20][C:19](=[O:23])[NH:18]2)[CH2:17][NH:14]1, predict the reactants needed to synthesize it. The reactants are: C([N:14]1[CH2:17][C:16]2([C:21](=[O:22])[NH:20][C:19](=[O:23])[NH:18]2)[CH2:15]1)(C1C=CC=CC=1)C1C=CC=CC=1.[C:24]([OH:27])(=[O:26])[CH3:25].[H][H]. (4) Given the product [CH2:9]([C:11]1[NH:12][C:13]2[C:14]([N:30]=1)=[N:15][CH:16]=[C:17]([C:19]1[CH:20]=[CH:21][C:22]3[O:28][CH2:27][CH2:26][N:25]([C:39]4[C:48]5[CH2:47][C:46]([CH3:50])([CH3:49])[CH2:45][CH2:44][C:43]=5[N:42]=[C:3]([CH3:2])[N:40]=4)[CH2:24][C:23]=3[CH:29]=1)[CH:18]=2)[CH3:10], predict the reactants needed to synthesize it. The reactants are: F[C:2](F)(F)[C:3]([O-])=O.Cl.[CH2:9]([C:11]1[N:12](C(OCC(C)C)=O)[C:13]2[C:14]([N:30]=1)=[N:15][CH:16]=[C:17]([C:19]1[CH:20]=[CH:21][C:22]3[O:28][CH2:27][CH2:26][NH:25][CH2:24][C:23]=3[CH:29]=1)[CH:18]=2)[CH3:10].Cl[C:39]1[C:48]2[CH2:47][C:46]([CH3:50])([CH3:49])[CH2:45][CH2:44][C:43]=2[N:42]=C[N:40]=1. (5) The reactants are: [Br:1][C:2]1[CH:3]=[C:4]([CH:19]=[CH:20][C:21]=1F)[C:5]([NH:7][C:8]1[CH:13]=[CH:12][C:11]([O:14][C:15]([F:18])([F:17])[F:16])=[CH:10][CH:9]=1)=[O:6].[NH:23]1[CH2:27][C@@H:26]([OH:28])[C@@H:25]([OH:29])[CH2:24]1.Cl. Given the product [Br:1][C:2]1[CH:3]=[C:4]([CH:19]=[CH:20][C:21]=1[N:23]1[CH2:27][C@@H:26]([OH:28])[C@@H:25]([OH:29])[CH2:24]1)[C:5]([NH:7][C:8]1[CH:13]=[CH:12][C:11]([O:14][C:15]([F:18])([F:17])[F:16])=[CH:10][CH:9]=1)=[O:6], predict the reactants needed to synthesize it. (6) Given the product [O:15]=[C:12]1[N:11]=[C:10]([NH:2][C@H:3]([C:6]([NH2:8])=[O:7])[CH2:4][OH:5])[CH2:14][S:13]1, predict the reactants needed to synthesize it. The reactants are: Cl.[NH2:2][C@H:3]([C:6]([NH2:8])=[O:7])[CH2:4][OH:5].S=[C:10]1[CH2:14][S:13][C:12](=[O:15])[NH:11]1.C(N(C(C)C)C(C)C)C.